This data is from Forward reaction prediction with 1.9M reactions from USPTO patents (1976-2016). The task is: Predict the product of the given reaction. Given the reactants [CH2:1]([S:3]([N:6]1[C:14]2[CH:13]=[CH:12][C:11]([C:15]([N:17]3[CH2:22][CH2:21][CH:20]([CH3:23])[CH2:19][CH2:18]3)=[O:16])=[CH:10][C:9]=2[C:8]2[CH2:24][NH:25][CH2:26][CH2:27][C:7]1=2)(=[O:5])=[O:4])[CH3:2].C(O)(C(F)(F)F)=O.[O:35]1[CH2:39][CH2:38][C:37](=O)[CH2:36]1, predict the reaction product. The product is: [CH2:1]([S:3]([N:6]1[C:14]2[CH:13]=[CH:12][C:11]([C:15]([N:17]3[CH2:22][CH2:21][CH:20]([CH3:23])[CH2:19][CH2:18]3)=[O:16])=[CH:10][C:9]=2[C:8]2[CH2:24][N:25]([CH:37]3[CH2:38][CH2:39][O:35][CH2:36]3)[CH2:26][CH2:27][C:7]1=2)(=[O:4])=[O:5])[CH3:2].